This data is from Full USPTO retrosynthesis dataset with 1.9M reactions from patents (1976-2016). The task is: Predict the reactants needed to synthesize the given product. (1) Given the product [CH3:23][C:21]1[CH:20]=[N:19][C:18]2[N:24]([CH:25]3[CH2:26][CH2:27][S:28][CH2:29][CH2:30]3)[C:32](=[O:33])[N:14]([C@@H:11]3[CH2:10][CH2:9][C@H:8]([NH:7][C:6](=[O:31])[O:5][C:1]([CH3:4])([CH3:2])[CH3:3])[CH2:13][CH2:12]3)[C:15](=[O:16])[C:17]=2[CH:22]=1, predict the reactants needed to synthesize it. The reactants are: [C:1]([O:5][C:6](=[O:31])[NH:7][CH:8]1[CH2:13][CH2:12][CH:11]([NH:14][C:15]([C:17]2[C:18]([NH:24][CH:25]3[CH2:30][CH2:29][S:28][CH2:27][CH2:26]3)=[N:19][CH:20]=[C:21]([CH3:23])[CH:22]=2)=[O:16])[CH2:10][CH2:9]1)([CH3:4])([CH3:3])[CH3:2].[C:32](N1C=CN=C1)(N1C=CN=C1)=[O:33].[H-].[Na+]. (2) Given the product [Cl:22][C:3]1[CH:4]=[CH:5][C:6]2[C:7]3[CH:19]=[CH:18][CH:17]=[CH:16][C:8]=3[C:9]3[C:14](=[N:13][CH:12]=[CH:11][CH:10]=3)[C:15]=2[N:2]=1, predict the reactants needed to synthesize it. The reactants are: C[N:2]1[C:15]2[C:14]3[C:9](=[CH:10][CH:11]=[CH:12][N:13]=3)[C:8]3[CH:16]=[CH:17][CH:18]=[CH:19][C:7]=3[C:6]=2[CH:5]=[CH:4][C:3]1=O.P(Cl)(Cl)(Cl)(Cl)[Cl:22]. (3) The reactants are: [Cr](Cl)([O-])(=O)=O.[NH+]1C=CC=CC=1.[C:12]1([C:18]2([CH2:21][CH2:22]O)[CH2:20][CH2:19]2)[CH:17]=[CH:16][CH:15]=[CH:14][CH:13]=1.[NH2:24][C:25]1[C:30]([C:31]([F:34])([F:33])[F:32])=[CH:29][CH:28]=[CH:27][C:26]=1[C:35]([C:37]1[CH:42]=[CH:41][CH:40]=[CH:39][CH:38]=1)=O.C(=O)(O)[O-].[Na+]. Given the product [C:37]1([C:35]2[C:26]3[C:25](=[C:30]([C:31]([F:32])([F:33])[F:34])[CH:29]=[CH:28][CH:27]=3)[N:24]=[CH:22][C:21]=2[C:18]2([C:12]3[CH:17]=[CH:16][CH:15]=[CH:14][CH:13]=3)[CH2:20][CH2:19]2)[CH:42]=[CH:41][CH:40]=[CH:39][CH:38]=1, predict the reactants needed to synthesize it. (4) Given the product [CH2:1]([O:8][C:9]1[CH:10]=[C:11]([CH:26]=[CH:27][CH:28]=1)[O:12][C:13]1[CH:20]=[C:19]([CH3:21])[C:16]([CH:17]=[O:18])=[C:15]([OH:22])[CH:14]=1)[C:2]1[CH:3]=[CH:4][CH:5]=[CH:6][CH:7]=1, predict the reactants needed to synthesize it. The reactants are: [CH2:1]([O:8][C:9]1[CH:10]=[C:11]([CH:26]=[CH:27][CH:28]=1)[O:12][C:13]1[CH:20]=[C:19]([CH3:21])[C:16]([CH:17]=[O:18])=[C:15]([O:22]COC)[CH:14]=1)[C:2]1[CH:7]=[CH:6][CH:5]=[CH:4][CH:3]=1.Cl. (5) Given the product [CH2:1]([NH:8][C:9]([C:11]1[S:15][C:14]([C:16]2[CH:20]=[CH:19][N:18]([CH2:23][CH2:24][C:25]3[CH:30]=[CH:29][CH:28]=[CH:27][N:26]=3)[N:17]=2)=[N:13][C:12]=1[CH3:21])=[O:10])[C:2]1[CH:3]=[CH:4][CH:5]=[CH:6][CH:7]=1, predict the reactants needed to synthesize it. The reactants are: [CH2:1]([NH:8][C:9]([C:11]1[S:15][C:14]([C:16]2[NH:17][N:18]=[CH:19][CH:20]=2)=[N:13][C:12]=1[CH3:21])=[O:10])[C:2]1[CH:7]=[CH:6][CH:5]=[CH:4][CH:3]=1.Br[CH2:23][CH2:24][C:25]1[CH:30]=[CH:29][CH:28]=[CH:27][N:26]=1.C(=O)([O-])[O-].[K+].[K+]. (6) Given the product [CH:1]([C:4]1[N:5]=[C:6]([C:13]2[CH:14]=[CH:15][C:16]([C:19]([F:21])([F:22])[F:20])=[CH:17][CH:18]=2)[S:7][C:8]=1[CH:9]([CH3:12])[CH2:10][OH:11])([CH3:2])[CH3:3], predict the reactants needed to synthesize it. The reactants are: [CH:1]([C:4]1[N:5]=[C:6]([C:13]2[CH:18]=[CH:17][C:16]([C:19]([F:22])([F:21])[F:20])=[CH:15][CH:14]=2)[S:7][C:8]=1[CH:9]([CH3:12])[CH:10]=[O:11])([CH3:3])[CH3:2].[BH4-].[Na+]. (7) Given the product [NH2:16][C@H:7]1[C:8]2[C:13](=[CH:12][CH:11]=[C:10]([O:14][CH3:15])[CH:9]=2)[N:4]([C:1](=[O:3])[CH3:2])[C@@H:5]([CH:28]2[CH2:30][CH2:29]2)[C@@H:6]1[CH3:27], predict the reactants needed to synthesize it. The reactants are: [C:1]([N:4]1[C:13]2[C:8](=[CH:9][C:10]([O:14][CH3:15])=[CH:11][CH:12]=2)[C@H:7]([NH:16]C(=O)OCC2C=CC=CC=2)[C@@H:6]([CH3:27])[C@@H:5]1[CH:28]1[CH2:30][CH2:29]1)(=[O:3])[CH3:2]. (8) Given the product [F:18][C:16]1([F:19])[O:15][C:8]2[CH:9]=[CH:10][C:11]3[C:12](=[O:14])[NH:13][C:4](=[O:23])[NH:5][C:6]=3[C:7]=2[O:17]1, predict the reactants needed to synthesize it. The reactants are: C(S[C:4]1[NH:13][C:12](=[O:14])[C:11]2[CH:10]=[CH:9][C:8]3[O:15][C:16]([F:19])([F:18])[O:17][C:7]=3[C:6]=2[N:5]=1)C.Cl.C([OH:23])C.